From a dataset of Experimentally validated miRNA-target interactions with 360,000+ pairs, plus equal number of negative samples. Binary Classification. Given a miRNA mature sequence and a target amino acid sequence, predict their likelihood of interaction. (1) The miRNA is mmu-miR-5098 with sequence GUUACAUGGUGAAGCCCAGUU. The protein sequence of the target gene is MEDPGETGAHPLGATNLNFVPGHQQKEKPSTDPLYDTPDTRGVQAGGSQQPARTVSLRERLLITRPVWLQLRANAAAALHVLRTEPPGTFLVRKSNTRQCQALCVRLPEASGPSFVSSHYIEESTGGVSLEGSELMFQDLVQLICGYCRTRAIHQAATHKELEAISHLGMEFWSSSLNTKDQQRPSEAPPIPRLKARSPQELDQGTGAALCFFNPLFPGDLGPTKREKFKRSFKVRVSTETSSPLSPPAVPPPPVPVLPGTSSSQTERLPPRQLLQRESSVGYRVPGSAASPCLPPLPSL.... Result: 0 (no interaction). (2) The miRNA is hsa-miR-1469 with sequence CUCGGCGCGGGGCGCGGGCUCC. The protein sequence of the target gene is MWRWIRQQLGFDPPHQSDTRTIYVANRFPQNGLYTPQKFIDNRIISSKYTVWNFVPKNLFEQFRRVANFYFLIIFLVQLMIDTPTSPVTSGLPLFFVITVTAIKQGYEDWLRHNSDNEVNGAPVYVVRSGGLVKTRSKNIRVGDIVRIAKDEIFPADLVLLSSDRLDGSCHVTTASLDGETNLKTHVAVPETALLQTVANLDTLVAVIECQQPEADLYRFMGRMIITQQMEEIVRPLGPESLLLRGARLKNTKEIFGVAVYTGMETKMALNYKSKSQKRSAVEKSMNTFLIIYLVILISE.... Result: 0 (no interaction). (3) The miRNA is hsa-miR-4742-5p with sequence UCAGGCAAAGGGAUAUUUACAGA. The protein sequence of the target gene is MLWPRLAAAEWAALAWELLGASVLLIAVRWLVRRLGPRPGGLGRSGTPVPPPSAAAAPASGEMTMDALLARLKLLNPDDLREEIVKAGLKCGPITSTTRFIFEKKLAQALLEQGGRLSSFYHHEAGVTALSQDPQRILKPAEGNPTDQAGFSEDRDFGYSVGLNPPEEEAVTSKTCSVPPSDTDTYRAGATASKEPPLYYGVCPVYEDVPARNERIYVYENKKEALQAVKMIKGSRFKAFSTREDAEKFARGICDYFPSPSKTSLPLSPVKTAPLFSNDRLKDGLCLSESETVNKERANS.... Result: 0 (no interaction). (4) The miRNA is hsa-miR-4755-5p with sequence UUUCCCUUCAGAGCCUGGCUUU. The protein sequence of the target gene is MESRPGSFQYVPVQLQGGAPWGFTLKGGLEHCEPLTVSKIEDGGKAALSQKMRTGDELVNINGTPLYGSRQEALILIKGSFRILKLIVRRRNTPVSRPHSWHVAKLLEGCPDVATTMHFPSEAFSLSWHSGCNTSDVSVQWCPLSRHCSTEKSSSIGSMESLEQPGQPTYEGHLLPIDQNMYPSQRDSAYSSFSASSNASDCALSLKPEEPPSTDCVMPGPGPIKVTDDQANVSENSGSSHSTSEDHVTSTSHASSYSDEGHHSGPAKMARGPPEPPVRSDSLPASRAQLLNGEQHRASE.... Result: 0 (no interaction). (5) The miRNA is hsa-miR-5093 with sequence AGGAAAUGAGGCUGGCUAGGAGC. The protein sequence of the target gene is MAPKKAKKRAGGANSNVFSMFEQTQIQEFKEAFTIMDQNRDGFIDKNDLRDTFAALGRVNVKNEEIDEMIKEAPGPINFTVFLTMFGEKLKGADPEETILNAFKVFDPEGKGVLKADYVREMLTTQAERFSKEEVDQMFAAFPPDVTGNLDYKNLVHIITHGEEKD. Result: 0 (no interaction). (6) The miRNA is hsa-miR-3613-3p with sequence ACAAAAAAAAAAGCCCAACCCUUC. The protein sequence of the target gene is MSDAAVDTSSEITTKDLKEKKEVVEEAENGRDAPANGNAENEENGEQEADNEVDEEEEEGGEEEEEEEEGDGEEEDGDEDEEAESATGKRAAEDDEDDDVDTKKQKTDEDD. Result: 1 (interaction). (7) The miRNA is hsa-miR-4761-3p with sequence GAGGGCAUGCGCACUUUGUCC. Result: 0 (no interaction). The protein sequence of the target gene is MSISSDEVNFLVYRYLQESGFSHSAFTFGIESHISQSNINGALVPPAALISIIQKGLQYVEAEVSINEDGTLFDGRPIESLSLIDAVMPDVVQTRQQAYRDKLAQQHAAAAAAAAAATNQQGSAKNGENTANGEENGAHTIANNHTDMMEVDGDVEIPSNKAVVLRGHESEVFICAWNPVSDLLASGSGDSTARIWNLSENSTSGPTQLVLRHCIREGGQDVPSNKDVTSLDWNSEGTLLATGSYDGFARIWTKDGNLASTLGQHKGPIFALKWNKKGNFILSAGVDKTTIIWDAHTGEA.... (8) The miRNA is mmu-miR-669b-3p with sequence CAUAUACAUACACACAAACAUAU. The protein sequence of the target gene is MDTTAAAALPAFVALLLLSPWPLLGSAQGQFSAGGCTFDDGPGACDYHQDLYDDFEWVHVSAQEPHYLPPEMPQGSYMIVDSSDHDPGEKARLQLPTMKENDTHCIDFSYLLYSQKGLNPGTLNILVRVNKGPLANPIWNVTGFTGRDWLRAELAVSTFWPNEYQVIFEAEVSGGRSGYIAIDDIQVLSYPCDKSPHFLRLGDVEVNAGQNATFQCIATGRDAVHNKLWLQRRNGEDIPVAQTKNINHRRFAASFRLQEVTKTDQDLYRCVTQSERGSGVSNFAQLIVREPPRPIAPPQL.... Result: 0 (no interaction). (9) The miRNA is hsa-miR-892a with sequence CACUGUGUCCUUUCUGCGUAG. The protein sequence of the target gene is MMKTEPRGPGGPLRSASPHRSAYEAGIQALKPPDAPGPDEAPKAAHHKKYGSNVHRIKSMFLQMGTTAGPPGEAGGGAGMAEAPRASDRGVRLSLPRASSLNENVDHSALLKLGTSVSERVSRFDSKPAPSAQPAPPPHPPSRLQETRKLFERSVPAASGGDKEAVARRLLRQERAGLQDRKLDVVVRFNGSTEALDKLDADAVSPTVSQLSAVFEKADSRTGLHRAPGPPRAAGAPQVNSKLVTKRSRVFQPPPPPPAPSGDGATEKERGPGGQQPPQHRVAPARPPPKPREVRKIKPV.... Result: 0 (no interaction). (10) The miRNA is hsa-miR-548at-5p with sequence AAAAGUUAUUGCGGUUUUGGCU. The protein sequence of the target gene is MGGLTASDVHPTLGVQLFSAGIAACLADVITFPLDTAKVRLQVQGECPTSSVIRYKGVLGTITAVVKTEGRMKLYSGLPAGLQRQISSASLRIGLYDTVQEFLTAGKETAPSLGSKILAGLTTGGVAVFIGQPTEVVKVRLQAQSHLHGIKPRYTGTYNAYRIIATTEGLTGLWKGTTPNLMRSVIINCTELVTYDLMKEAFVKNNILADDVPCHLVSALIAGFCATAMSSPVDVVKTRFINSPPGQYKSVPNCAMKVFTNEGPTAFFKGLVPSFLRLGSWNVIMFVCFEQLKRELSKSR.... Result: 1 (interaction).